Dataset: Catalyst prediction with 721,799 reactions and 888 catalyst types from USPTO. Task: Predict which catalyst facilitates the given reaction. Reactant: [F:1][C:2]1[CH:3]=[N:4][C:5]([O:17][C:18]2[CH:23]=[CH:22][CH:21]=[C:20]([S:24][CH3:25])[CH:19]=2)=[C:6]([CH:16]=1)[C:7]([NH:9][CH:10]1[CH2:15][CH2:14][NH:13][CH2:12][CH2:11]1)=[O:8].ON1C2C=CC=CC=2N=N1.CN1CCOCC1.[CH3:43][C:44]1[C:49]([C:50](O)=[O:51])=[CH:48][CH:47]=[CH:46][N:45]=1.Cl.CN(C)CCCN=C=NCC. Product: [NH3:4].[F:1][C:2]1[CH:3]=[N:4][C:5]([O:17][C:18]2[CH:23]=[CH:22][CH:21]=[C:20]([S:24][CH3:25])[CH:19]=2)=[C:6]([CH:16]=1)[C:7]([NH:9][CH:10]1[CH2:11][CH2:12][N:13]([C:50]([C:49]2[C:44]([CH3:43])=[N:45][CH:46]=[CH:47][CH:48]=2)=[O:51])[CH2:14][CH2:15]1)=[O:8]. The catalyst class is: 4.